From a dataset of Full USPTO retrosynthesis dataset with 1.9M reactions from patents (1976-2016). Predict the reactants needed to synthesize the given product. (1) The reactants are: [CH3:1][C:2]12[O:9][C:6]([CH3:10])([CH:7]=[CH:8]1)[C:5](=[O:11])[CH2:4][C:3]2=[O:12].[CH3:13][O:14][CH2:15][CH2:16][O:17][CH2:18][C:19]1[N:27]=[C:26]([C:28]([F:31])([F:30])[F:29])[CH:25]=[CH:24][C:20]=1[C:21](O)=[O:22].C1(N=C=NC2CCCCC2)CCCCC1.C(N(CC)CC)C.CC(C)(O)C#N. Given the product [CH3:13][O:14][CH2:15][CH2:16][O:17][CH2:18][C:19]1[C:20]([C:21]([CH:4]2[C:3](=[O:12])[C:2]3([CH3:1])[O:9][C:6]([CH3:10])([CH:7]=[CH:8]3)[C:5]2=[O:11])=[O:22])=[CH:24][CH:25]=[C:26]([C:28]([F:31])([F:29])[F:30])[N:27]=1, predict the reactants needed to synthesize it. (2) Given the product [CH3:1][O:2][C:3](=[O:23])/[CH:4]=[CH:5]/[C:6]1[CH:11]=[CH:10][C:9]([C:24]2[CH:29]=[CH:28][CH:27]=[CH:26][CH:25]=2)=[CH:8][C:7]=1[S:13](=[O:22])(=[O:21])[NH:14][C:15]1[CH:20]=[CH:19][CH:18]=[CH:17][CH:16]=1, predict the reactants needed to synthesize it. The reactants are: [CH3:1][O:2][C:3](=[O:23])/[CH:4]=[CH:5]/[C:6]1[CH:11]=[CH:10][C:9](Br)=[CH:8][C:7]=1[S:13](=[O:22])(=[O:21])[NH:14][C:15]1[CH:20]=[CH:19][CH:18]=[CH:17][CH:16]=1.[C:24]1(B(O)O)[CH:29]=[CH:28][CH:27]=[CH:26][CH:25]=1.C([O-])([O-])=O.[Cs+].[Cs+]. (3) Given the product [Cl:1][C:2]1[CH:22]=[CH:21][CH:20]=[CH:19][C:3]=1[C:4]([NH:6][CH:7]1[C:15]2[C:10](=[CH:11][CH:12]=[C:13]([C:16]([N:57]3[CH2:56][CH2:55][C:54]4([CH2:53][CH2:52][N:51]([C:49](=[O:50])[C:48]([F:61])([F:62])[F:47])[CH2:60][CH2:59]4)[CH2:58]3)=[O:18])[CH:14]=2)[CH2:9][CH2:8]1)=[O:5], predict the reactants needed to synthesize it. The reactants are: [Cl:1][C:2]1[CH:22]=[CH:21][CH:20]=[CH:19][C:3]=1[C:4]([NH:6][CH:7]1[C:15]2[C:10](=[CH:11][CH:12]=[C:13]([C:16]([OH:18])=O)[CH:14]=2)[CH2:9][CH2:8]1)=[O:5].CN(C(ON1N=NC2C=CC=NC1=2)=[N+](C)C)C.F[P-](F)(F)(F)(F)F.[F:47][C:48]([F:62])([F:61])[C:49]([N:51]1[CH2:60][CH2:59][C:54]2([CH2:58][NH:57][CH2:56][CH2:55]2)[CH2:53][CH2:52]1)=[O:50].